From a dataset of Full USPTO retrosynthesis dataset with 1.9M reactions from patents (1976-2016). Predict the reactants needed to synthesize the given product. (1) Given the product [CH3:3][C:4]1[C:8]2[CH:9]=[CH:10][C:11]([C:13]([F:16])([F:15])[F:14])=[CH:12][C:7]=2[O:6][C:5]=1[C:17]([CH2:18][CH2:19][CH2:20][CH3:21])=[CH:4][C:5]([O:6][CH2:7][CH3:8])=[O:23], predict the reactants needed to synthesize it. The reactants are: [H-].[Na+].[CH3:3][C:4]1[C:8]2[CH:9]=[CH:10][C:11]([C:13]([F:16])([F:15])[F:14])=[CH:12][C:7]=2[O:6][C:5]=1[C:17](=O)[CH2:18][CH2:19][CH2:20][CH3:21].[OH2:23]. (2) Given the product [C:24]([O:23][C:21](=[O:22])[NH:20][CH2:19][CH:13]1[C:14](=[N:16][O:17][CH3:18])[CH2:15][NH:11][CH2:12]1)([CH3:27])([CH3:26])[CH3:25], predict the reactants needed to synthesize it. The reactants are: C(OC([N:11]1[CH2:15][C:14](=[N:16][O:17][CH3:18])[CH:13]([CH2:19][NH:20][C:21]([O:23][C:24]([CH3:27])([CH3:26])[CH3:25])=[O:22])[CH2:12]1)=O)C1C=CC=CC=1. (3) Given the product [Br:1][CH2:2][CH2:3][NH:5][C:6]1[CH:10]=[C:9]([CH3:11])[O:8][N:7]=1, predict the reactants needed to synthesize it. The reactants are: [Br:1][CH2:2][C:3]([NH:5][C:6]1[CH:10]=[C:9]([CH3:11])[O:8][N:7]=1)=O.B.C1COCC1. (4) Given the product [F:23][C:22]([F:25])([F:24])[C:20]([OH:26])=[O:21].[N:16]1[N:15]([CH2:14][C@@H:11]2[CH2:12][CH2:13][C@H:9]([NH2:8])[CH2:10]2)[N:19]=[CH:18][CH:17]=1, predict the reactants needed to synthesize it. The reactants are: C([NH:8][C@H:9]1[CH2:13][CH2:12][C@@H:11]([CH2:14][N:15]2[N:19]=[CH:18][CH:17]=[N:16]2)[CH2:10]1)(OC(C)(C)C)=O.[C:20]([OH:26])([C:22]([F:25])([F:24])[F:23])=[O:21].